From a dataset of Catalyst prediction with 721,799 reactions and 888 catalyst types from USPTO. Predict which catalyst facilitates the given reaction. (1) Reactant: [Si:1]([O:8][CH2:9][CH:10]1[CH2:12][CH:11]1[C:13]1[N:17]2[C:18](=[O:35])[CH:19]=[C:20]([CH2:22][N:23]3[C:27]([CH:28]4[CH2:30][CH2:29]4)=[CH:26][C:25]([C:31]([F:34])([F:33])[F:32])=[N:24]3)[N:21]=[C:16]2[S:15][C:14]=1[CH3:36])([C:4]([CH3:7])([CH3:6])[CH3:5])([CH3:3])[CH3:2].[CH2:37]([Li])CCC.CI. Product: [Si:1]([O:8][CH2:9][C@@H:10]1[CH2:12][C@H:11]1[C:13]1[N:17]2[C:18](=[O:35])[CH:19]=[C:20]([CH:22]([N:23]3[C:27]([CH:28]4[CH2:30][CH2:29]4)=[CH:26][C:25]([C:31]([F:32])([F:33])[F:34])=[N:24]3)[CH3:37])[N:21]=[C:16]2[S:15][C:14]=1[CH3:36])([C:4]([CH3:6])([CH3:7])[CH3:5])([CH3:3])[CH3:2]. The catalyst class is: 7. (2) Reactant: [CH3:1][O:2][C:3]1[CH:10]=[C:9]2[O:11][CH2:12][O:13][C:8]2=[CH:7][C:4]=1C=O.[C:14]([O:22][CH2:23][CH3:24])(=[O:21])[CH2:15][C:16]([O:18][CH2:19][CH3:20])=[O:17].N1CCCC[CH2:26]1.C(O)(=O)C. Product: [CH2:12]1[O:11][C:9]2[C:8](=[CH:7][CH2:4][C:3]([O:2][CH3:1])([CH:10]=2)[CH:26]=[C:15]([C:16]([O:18][CH2:19][CH3:20])=[O:17])[C:14]([O:22][CH2:23][CH3:24])=[O:21])[O:13]1. The catalyst class is: 48.